Dataset: Forward reaction prediction with 1.9M reactions from USPTO patents (1976-2016). Task: Predict the product of the given reaction. (1) The product is: [CH2:2]([O:4][C:5](=[O:8])[CH2:6]/[N:7]=[CH:9]/[C:10]1[CH:15]=[CH:14][CH:13]=[CH:12][CH:11]=1)[CH3:3]. Given the reactants Cl.[CH2:2]([O:4][C:5](=[O:8])[CH2:6][NH2:7])[CH3:3].[CH:9](=O)[C:10]1[CH:15]=[CH:14][CH:13]=[CH:12][CH:11]=1.[OH-].[Na+], predict the reaction product. (2) Given the reactants [ClH:1].C(OC([N:9]([CH2:25][CH2:26][C:27]1[CH:32]=[C:31]([F:33])[CH:30]=[CH:29][C:28]=1[O:34][CH2:35][C:36]1[CH:41]=[CH:40][C:39]([C:42]2[O:43][C:44]3[CH:50]=[CH:49][C:48]([Cl:51])=[CH:47][C:45]=3[N:46]=2)=[CH:38][CH:37]=1)[CH:10]1[CH2:19][CH2:18][CH2:17][C:16]2[N:15]=[C:14]([C:20]([O:22][CH2:23][CH3:24])=[O:21])[CH:13]=[CH:12][C:11]1=2)=O)(C)(C)C, predict the reaction product. The product is: [ClH:51].[ClH:1].[Cl:51][C:48]1[CH:49]=[CH:50][C:44]2[O:43][C:42]([C:39]3[CH:38]=[CH:37][C:36]([CH2:35][O:34][C:28]4[CH:29]=[CH:30][C:31]([F:33])=[CH:32][C:27]=4[CH2:26][CH2:25][NH:9][CH:10]4[CH2:19][CH2:18][CH2:17][C:16]5[N:15]=[C:14]([C:20]([O:22][CH2:23][CH3:24])=[O:21])[CH:13]=[CH:12][C:11]4=5)=[CH:41][CH:40]=3)=[N:46][C:45]=2[CH:47]=1.